Dataset: Catalyst prediction with 721,799 reactions and 888 catalyst types from USPTO. Task: Predict which catalyst facilitates the given reaction. (1) Reactant: C(OC([N:8]1[CH2:13][CH2:12][C:11]2[N:14]([CH3:44])[C:15]([C:17]3[C:22]([C:23]#[C:24][C:25]4[CH:30]=[CH:29][CH:28]=[C:27]([NH:31][S:32]([C:35]5[CH:40]=[C:39]([F:41])[CH:38]=[CH:37][C:36]=5[F:42])(=[O:34])=[O:33])[CH:26]=4)=[CH:21][N:20]=[C:19]([NH2:43])[N:18]=3)=[CH:16][C:10]=2[C:9]1=[O:45])=O)(C)(C)C.Cl. Product: [NH2:43][C:19]1[N:18]=[C:17]([C:15]2[N:14]([CH3:44])[C:11]3[CH2:12][CH2:13][NH:8][C:9](=[O:45])[C:10]=3[CH:16]=2)[C:22]([C:23]#[C:24][C:25]2[CH:26]=[C:27]([NH:31][S:32]([C:35]3[CH:40]=[C:39]([F:41])[CH:38]=[CH:37][C:36]=3[F:42])(=[O:33])=[O:34])[CH:28]=[CH:29][CH:30]=2)=[CH:21][N:20]=1. The catalyst class is: 12. (2) Product: [Cl:13][C:14]1[N:15]=[C:16]([C:20]([F:21])([F:22])[F:23])[C:17]([I:24])=[CH:18][CH:19]=1. The catalyst class is: 1. Reactant: [Li]CCCC.C(NC(C)C)(C)C.[Cl:13][C:14]1[CH:19]=[CH:18][CH:17]=[C:16]([C:20]([F:23])([F:22])[F:21])[N:15]=1.[I:24]I.Cl. (3) Reactant: [C:1]([O:5][C:6]([N:8]1[C@@H:12]([CH2:13][CH2:14][C:15]2[CH:20]=[CH:19][C:18]([NH2:21])=[CH:17][CH:16]=2)[CH2:11][O:10][C:9]1([CH3:23])[CH3:22])=[O:7])([CH3:4])([CH3:3])[CH3:2].C(N(CC)CC)C.Cl[C:32](Cl)([O:34]C(=O)OC(Cl)(Cl)Cl)Cl. Product: [C:1]([O:5][C:6]([N:8]1[C@@H:12]([CH2:13][CH2:14][C:15]2[CH:16]=[CH:17][C:18]([N:21]=[C:32]=[O:34])=[CH:19][CH:20]=2)[CH2:11][O:10][C:9]1([CH3:23])[CH3:22])=[O:7])([CH3:4])([CH3:2])[CH3:3]. The catalyst class is: 4. (4) Reactant: CC(C)([O-])C.[K+].[C:7]([CH2:9]P(=O)(OCC)OCC)#[N:8].O=[C:19]1[CH2:22][C:21]([C:29]([O:31][CH:32]([CH3:34])[CH3:33])=[O:30])([C:23]([O:25][CH:26]([CH3:28])[CH3:27])=[O:24])[CH2:20]1. Product: [C:7]([CH:9]=[C:19]1[CH2:22][C:21]([C:29]([O:31][CH:32]([CH3:34])[CH3:33])=[O:30])([C:23]([O:25][CH:26]([CH3:28])[CH3:27])=[O:24])[CH2:20]1)#[N:8]. The catalyst class is: 7. (5) Reactant: [C:1]([C:3]1[C:4](=O)[C:5]2[CH:11]=[C:10]([CH2:12][CH2:13][CH2:14][C:15]([O:17][CH3:18])=[O:16])[S:9][C:6]=2[NH:7][CH:8]=1)#[N:2].P(Cl)(Cl)([Cl:22])=O. Product: [CH3:18][O:17][C:15](=[O:16])[CH2:14][CH2:13][CH2:12][C:10]1[S:9][C:6]2=[N:7][CH:8]=[C:3]([C:1]#[N:2])[C:4]([Cl:22])=[C:5]2[CH:11]=1. The catalyst class is: 9. (6) Reactant: [CH3:1][N:2]1[CH2:7][CH2:6][N:5]([C:8]2[CH:9]=[CH:10][C:11]3[NH:16][C:15]([C:17]4[CH:18]=[CH:19][C:20]5[NH:25][C:24]([C:26]6[CH:27]=[CH:28][C:29]([OH:32])=[CH:30][CH:31]=6)=[N:23][C:21]=5[CH:22]=4)=[N:14][C:12]=3[CH:13]=2)[CH2:4][CH2:3]1.[OH-].[NH4+]. Product: [CH3:1][N:2]1[CH2:7][CH2:6][N:5]([C:8]2[CH:9]=[CH:10][C:11]3[N:16]=[C:15]([C:17]4[CH:18]=[CH:19][C:20]5[NH:25][C:24]([NH:23][C:21]=5[CH:22]=4)=[C:26]4[CH:27]=[CH:28][C:29](=[O:32])[CH:30]=[CH:31]4)[NH:14][C:12]=3[CH:13]=2)[CH2:4][CH2:3]1. The catalyst class is: 252.